From a dataset of Peptide-MHC class I binding affinity with 185,985 pairs from IEDB/IMGT. Regression. Given a peptide amino acid sequence and an MHC pseudo amino acid sequence, predict their binding affinity value. This is MHC class I binding data. (1) The MHC is HLA-A32:01 with pseudo-sequence HLA-A32:01. The peptide sequence is RSWNSGYDW. The binding affinity (normalized) is 0.631. (2) The peptide sequence is YYFMKFRRVF. The MHC is HLA-A30:02 with pseudo-sequence HLA-A30:02. The binding affinity (normalized) is 0.0750. (3) The peptide sequence is WYKMWRVSK. The MHC is HLA-A24:03 with pseudo-sequence HLA-A24:03. The binding affinity (normalized) is 0.0847. (4) The peptide sequence is RTFGKLPYR. The MHC is HLA-B15:17 with pseudo-sequence HLA-B15:17. The binding affinity (normalized) is 0.549. (5) The peptide sequence is MAMTDTTPF. The binding affinity (normalized) is 0.771. The MHC is HLA-B15:01 with pseudo-sequence HLA-B15:01. (6) The peptide sequence is AGGMLIACY. The MHC is HLA-A30:02 with pseudo-sequence HLA-A30:02. The binding affinity (normalized) is 0.433. (7) The peptide sequence is SMLSNLTNL. The MHC is H-2-Kb with pseudo-sequence H-2-Kb. The binding affinity (normalized) is 0.687. (8) The peptide sequence is FLPPQIPVI. The MHC is HLA-A02:12 with pseudo-sequence HLA-A02:12. The binding affinity (normalized) is 1.00. (9) The peptide sequence is KLYTIVSTL. The MHC is HLA-A02:01 with pseudo-sequence HLA-A02:01. The binding affinity (normalized) is 0.748. (10) The MHC is H-2-Kk with pseudo-sequence H-2-Kk. The binding affinity (normalized) is 0.915. The peptide sequence is VEAEIAHQI.